Dataset: Catalyst prediction with 721,799 reactions and 888 catalyst types from USPTO. Task: Predict which catalyst facilitates the given reaction. (1) Reactant: B(Br)(Br)Br.C[O:6][C:7]1[CH:8]=[C:9]([S:13]([N:16]([CH3:18])[CH3:17])(=[O:15])=[O:14])[CH:10]=[CH:11][CH:12]=1. Product: [OH:6][C:7]1[CH:8]=[C:9]([S:13]([N:16]([CH3:18])[CH3:17])(=[O:15])=[O:14])[CH:10]=[CH:11][CH:12]=1. The catalyst class is: 2. (2) Reactant: [CH3:1][O:2][C:3]([C:5]1[CH:6]=[C:7]2[C:11](=[CH:12][CH:13]=1)[NH:10][C:9]([CH3:14])=[CH:8]2)=[O:4].[Cl:15][C:16]1[CH:23]=[C:22]([C:24]2[CH:29]=[CH:28][CH:27]=[CH:26][CH:25]=2)[CH:21]=[CH:20][C:17]=1[CH2:18]Br.C(O)(=O)[C@@H]([C@H](C(O)=O)O)O.[OH-].[Na+].[I-].[Na+]. Product: [Cl:15][C:16]1[CH:23]=[C:22]([C:24]2[CH:25]=[CH:26][CH:27]=[CH:28][CH:29]=2)[CH:21]=[CH:20][C:17]=1[CH2:18][C:8]1[C:7]2[C:11](=[CH:12][CH:13]=[C:5]([C:3]([O:2][CH3:1])=[O:4])[CH:6]=2)[NH:10][C:9]=1[CH3:14]. The catalyst class is: 127. (3) Reactant: [NH:1]1[CH2:6][CH2:5][CH2:4][CH:3]([CH2:7][OH:8])[CH2:2]1.[C:9](O[C:9]([O:11][C:12]([CH3:15])([CH3:14])[CH3:13])=[O:10])([O:11][C:12]([CH3:15])([CH3:14])[CH3:13])=[O:10]. The catalyst class is: 4. Product: [OH:8][CH2:7][CH:3]1[CH2:4][CH2:5][CH2:6][N:1]([C:9]([O:11][C:12]([CH3:15])([CH3:14])[CH3:13])=[O:10])[CH2:2]1. (4) Reactant: [H-].[Na+].[CH2:3]([OH:7])[C:4]#[C:5][CH3:6].Cl[C:9]1[CH:14]=[C:13]([O:15][CH2:16][C:17]2([CH3:22])[CH2:19][C:18]2([Cl:21])[Cl:20])[N:12]=[CH:11][N:10]=1.[Cl-].[NH4+]. Product: [CH2:3]([O:7][C:9]1[CH:14]=[C:13]([O:15][CH2:16][C:17]2([CH3:22])[CH2:19][C:18]2([Cl:21])[Cl:20])[N:12]=[CH:11][N:10]=1)[C:4]#[C:5][CH3:6]. The catalyst class is: 7. (5) Reactant: [O:1]1[CH2:4][C:3](=O)[CH2:2]1.C(O)(=O)C.[NH2:10][C:11]1[C:23]([C:24]([NH:26][C:27]2[CH:28]=[N:29][CH:30]=[CH:31][C:32]=2[C:33]2[CH:38]=[CH:37][CH:36]=[CH:35][CH:34]=2)=[O:25])=[C:14]2[N:15]=[C:16]3[CH2:22][CH2:21][NH:20][CH2:19][C:17]3=[CH:18][N:13]2[N:12]=1.C(O[BH-](OC(=O)C)OC(=O)C)(=O)C. Product: [NH2:10][C:11]1[C:23]([C:24]([NH:26][C:27]2[CH:28]=[N:29][CH:30]=[CH:31][C:32]=2[C:33]2[CH:38]=[CH:37][CH:36]=[CH:35][CH:34]=2)=[O:25])=[C:14]2[N:15]=[C:16]3[CH2:22][CH2:21][N:20]([CH:3]4[CH2:2][O:1][CH2:4]4)[CH2:19][C:17]3=[CH:18][N:13]2[N:12]=1. The catalyst class is: 26.